This data is from Full USPTO retrosynthesis dataset with 1.9M reactions from patents (1976-2016). The task is: Predict the reactants needed to synthesize the given product. (1) Given the product [CH3:1][C:2]1[CH:14]=[C:13]([CH2:15][CH2:16][CH:17]([C:19]2[CH:24]=[CH:23][C:22]([S:25][CH3:26])=[CH:21][CH:20]=2)[O:18][CH:28]([CH3:30])[CH3:29])[CH:12]=[C:11]([CH3:27])[C:3]=1[O:4][C:5]([CH3:9])([CH3:10])[C:6]([OH:8])=[O:7], predict the reactants needed to synthesize it. The reactants are: [CH3:1][C:2]1[CH:14]=[C:13]([CH2:15][CH2:16][CH:17]([C:19]2[CH:24]=[CH:23][C:22]([S:25][CH3:26])=[CH:21][CH:20]=2)[OH:18])[CH:12]=[C:11]([CH3:27])[C:3]=1[O:4][C:5]([CH3:10])([CH3:9])[C:6]([OH:8])=[O:7].[CH:28](O)([CH3:30])[CH3:29].O. (2) Given the product [CH2:17]([N:8]([C:5]1[CH:4]=[CH:3][C:2]([I:1])=[CH:7][CH:6]=1)[C:9]1[N:10]=[CH:11][CH:12]=[CH:13][N:14]=1)[C:18]1[CH:23]=[CH:22][CH:21]=[CH:20][CH:19]=1, predict the reactants needed to synthesize it. The reactants are: [I:1][C:2]1[CH:7]=[CH:6][C:5]([NH:8][C:9]2[N:14]=[CH:13][CH:12]=[CH:11][N:10]=2)=[CH:4][CH:3]=1.[H-].[Na+].[CH2:17](Br)[C:18]1[CH:23]=[CH:22][CH:21]=[CH:20][CH:19]=1.